From a dataset of Peptide-MHC class II binding affinity with 134,281 pairs from IEDB. Regression. Given a peptide amino acid sequence and an MHC pseudo amino acid sequence, predict their binding affinity value. This is MHC class II binding data. (1) The peptide sequence is EFIAKVRSHAAIGAY. The MHC is DRB1_0701 with pseudo-sequence DRB1_0701. The binding affinity (normalized) is 0.898. (2) The peptide sequence is IDLSIQNYHTFLIYI. The MHC is DRB1_0101 with pseudo-sequence DRB1_0101. The binding affinity (normalized) is 0.239. (3) The binding affinity (normalized) is 0.668. The peptide sequence is GTSGSPIVNRNGEVI. The MHC is DRB1_1302 with pseudo-sequence DRB1_1302.